From a dataset of Catalyst prediction with 721,799 reactions and 888 catalyst types from USPTO. Predict which catalyst facilitates the given reaction. (1) Reactant: [CH3:1][O:2][C:3]1[CH:8]=[CH:7][C:6]([C:9]2[NH:17][C:12]3=[N:13][CH:14]=[CH:15][N:16]=[C:11]3[CH:10]=2)=[CH:5][C:4]=1[OH:18].C(=O)([O-])[O-].[Cs+].[Cs+].Cl[CH2:26][C:27]([O:29][CH2:30][CH3:31])=[O:28]. Product: [CH2:30]([O:29][C:27](=[O:28])[CH2:26][O:18][C:4]1[CH:5]=[C:6]([C:9]2[NH:17][C:12]3=[N:13][CH:14]=[CH:15][N:16]=[C:11]3[CH:10]=2)[CH:7]=[CH:8][C:3]=1[O:2][CH3:1])[CH3:31]. The catalyst class is: 9. (2) Reactant: [Cl:1][C:2]1[CH:3]=[C:4]([N:17]([C:22]2[C:40]([CH:41]3[CH2:43][CH2:42]3)=[CH:39][C:25]3[C:26]([C:36]([OH:38])=[O:37])=[C:27]([C:29]4[CH:34]=[CH:33][C:32]([Cl:35])=[CH:31][CH:30]=4)[O:28][C:24]=3[CH:23]=2)[S:18]([CH3:21])(=[O:20])=[O:19])[CH:5]=[CH:6][C:7]=1[B:8]1[O:12]C(C)(C)C(C)(C)[O:9]1.I([O-])(=O)(=O)=O.[Na+].Cl.O. Product: [B:8]([C:7]1[CH:6]=[CH:5][C:4]([N:17]([C:22]2[C:40]([CH:41]3[CH2:42][CH2:43]3)=[CH:39][C:25]3[C:26]([C:36]([OH:38])=[O:37])=[C:27]([C:29]4[CH:30]=[CH:31][C:32]([Cl:35])=[CH:33][CH:34]=4)[O:28][C:24]=3[CH:23]=2)[S:18]([CH3:21])(=[O:20])=[O:19])=[CH:3][C:2]=1[Cl:1])([OH:9])[OH:12]. The catalyst class is: 49. (3) Reactant: CN1C=C(S(Cl)(=O)=O)N=C1.CN(C1C=CC=CN=1)C.[O:20]1[C:24]2[CH:25]=[CH:26][C:27]([C:29]3[C:30]([O:54][CH2:55][CH2:56][O:57][C:58]4[N:63]=[CH:62][C:61]([Cl:64])=[CH:60][N:59]=4)=[N:31][N:32]([CH3:53])[C:33]=3[N:34](S(C3N=CN(C)C=3)(=O)=O)[S:35]([C:38]3[N:39]=[CH:40][N:41]([CH3:43])[CH:42]=3)(=[O:37])=[O:36])=[CH:28][C:23]=2[O:22][CH2:21]1. Product: [O:20]1[C:24]2[CH:25]=[CH:26][C:27]([C:29]3[C:30]([O:54][CH2:55][CH2:56][O:57][C:58]4[N:63]=[CH:62][C:61]([Cl:64])=[CH:60][N:59]=4)=[N:31][N:32]([CH3:53])[C:33]=3[NH:34][S:35]([C:38]3[N:39]=[CH:40][N:41]([CH3:43])[CH:42]=3)(=[O:36])=[O:37])=[CH:28][C:23]=2[O:22][CH2:21]1. The catalyst class is: 17. (4) Reactant: [F:1][C:2]1[CH:7]=[CH:6][C:5]([CH2:8][C@H:9]([NH:25]C(=O)OC(C)(C)C)[C:10]([NH:12][C:13]2[N:17]([CH3:18])[N:16]=[C:15]([C:19]3[CH:24]=[CH:23][N:22]=[CH:21][CH:20]=3)[CH:14]=2)=[O:11])=[CH:4][CH:3]=1.Cl. Product: [NH2:25][C@@H:9]([CH2:8][C:5]1[CH:4]=[CH:3][C:2]([F:1])=[CH:7][CH:6]=1)[C:10]([NH:12][C:13]1[N:17]([CH3:18])[N:16]=[C:15]([C:19]2[CH:24]=[CH:23][N:22]=[CH:21][CH:20]=2)[CH:14]=1)=[O:11]. The catalyst class is: 12. (5) Reactant: [NH:1]1[CH2:6][CH2:5][NH:4][CH2:3][CH2:2]1.C([N:14]1[CH2:19][CH2:18][C:17](=O)[CH2:16][CH2:15]1)(OC(C)(C)C)=O.[BH-](OC(C)=O)(OC(C)=O)OC(C)=O.[Na+].CC(O)=O. Product: [N:1]1([N:14]2[CH2:19][CH2:18][CH2:17][CH2:16][CH2:15]2)[CH2:6][CH2:5][NH:4][CH2:3][CH2:2]1. The catalyst class is: 2. (6) Reactant: [F:1][C:2]1[CH:3]=[CH:4][C:5]([CH:19]=[O:20])=[C:6]([NH:8][C:9](=[O:18])[CH2:10][CH2:11][C:12]2[CH:17]=[CH:16][CH:15]=[CH:14][CH:13]=2)[CH:7]=1.[F:21][C:22]([SiH3])([F:24])[F:23].[F-].C([N+](CCCC)(CCCC)CCCC)CCC.Cl. Product: [F:1][C:2]1[CH:3]=[CH:4][C:5]([CH:19]([OH:20])[C:22]([F:24])([F:23])[F:21])=[C:6]([NH:8][C:9](=[O:18])[CH2:10][CH2:11][C:12]2[CH:13]=[CH:14][CH:15]=[CH:16][CH:17]=2)[CH:7]=1. The catalyst class is: 332.